This data is from Forward reaction prediction with 1.9M reactions from USPTO patents (1976-2016). The task is: Predict the product of the given reaction. (1) Given the reactants [C:1]([N:8]1[CH2:11][CH:10]([NH:12][C:13]2[S:14][CH:15]=[CH:16][N:17]=2)[CH2:9]1)([O:3][C:4]([CH3:7])([CH3:6])[CH3:5])=[O:2].[H-].[Na+].I[CH3:21].CO, predict the reaction product. The product is: [C:1]([N:8]1[CH2:9][CH:10]([N:12]([CH3:21])[C:13]2[S:14][CH:15]=[CH:16][N:17]=2)[CH2:11]1)([O:3][C:4]([CH3:7])([CH3:6])[CH3:5])=[O:2]. (2) Given the reactants Br[C:2]1[N:7]2[N:8]=[CH:9][N:10]=[C:6]2[C:5]([NH:11][C:12]2[CH:17]=[CH:16][C:15]([N:18]3[CH2:23][CH2:22][O:21][CH2:20][CH2:19]3)=[CH:14][CH:13]=2)=[N:4][CH:3]=1.CC1(C)C(C)(C)OB([C:32]2[CH:36]=[CH:35][S:34][CH:33]=2)O1, predict the reaction product. The product is: [N:18]1([C:15]2[CH:16]=[CH:17][C:12]([NH:11][C:5]3[C:6]4[N:7]([N:8]=[CH:9][N:10]=4)[C:2]([C:32]4[CH:36]=[CH:35][S:34][CH:33]=4)=[CH:3][N:4]=3)=[CH:13][CH:14]=2)[CH2:23][CH2:22][O:21][CH2:20][CH2:19]1. (3) Given the reactants [CH:1]([O:3][C:4]1[CH:5]=[C:6]([C:10](=[O:12])[CH3:11])[CH:7]=[CH:8][CH:9]=1)=[CH2:2].C(N)C1C=CC=CC=1.Cl, predict the reaction product. The product is: [O:3]1[C:4]2[CH:9]=[CH:8][CH:7]=[C:6]([C:10](=[O:12])[CH3:11])[C:5]=2[CH2:2][CH2:1]1.